This data is from Forward reaction prediction with 1.9M reactions from USPTO patents (1976-2016). The task is: Predict the product of the given reaction. (1) Given the reactants C(O[C:4]([C:6]1[CH:11]=[C:10]([C:12]2[CH:17]=[C:16]([F:18])[CH:15]=[C:14]([F:19])[CH:13]=2)[CH:9]=[C:8]([CH3:20])[N:7]=1)=[O:5])C.[F:21][C:22]1[S:26][C:25]([NH2:27])=[N:24][CH:23]=1, predict the reaction product. The product is: [F:21][C:22]1[S:26][C:25]([NH:27][C:4]([C:6]2[CH:11]=[C:10]([C:12]3[CH:13]=[C:14]([F:19])[CH:15]=[C:16]([F:18])[CH:17]=3)[CH:9]=[C:8]([CH3:20])[N:7]=2)=[O:5])=[N:24][CH:23]=1. (2) Given the reactants [CH3:1][C:2]1[C:14]2[C:13](=[O:15])[C:12]3[C:7](=[CH:8][CH:9]=[CH:10][CH:11]=3)[NH:6][C:5]=2[N:4]([C:16]2[CH:21]=[CH:20][CH:19]=[CH:18][N:17]=2)[N:3]=1.[H-].[Na+].[CH2:24](I)[CH:25]([CH3:27])[CH3:26].O, predict the reaction product. The product is: [CH2:24]([O:15][C:13]1[C:12]2[C:7](=[CH:8][CH:9]=[CH:10][CH:11]=2)[N:6]=[C:5]2[N:4]([C:16]3[CH:21]=[CH:20][CH:19]=[CH:18][N:17]=3)[N:3]=[C:2]([CH3:1])[C:14]=12)[CH:25]([CH3:27])[CH3:26]. (3) Given the reactants [CH3:1][N:2]1[CH:6]=[C:5]([C:7]([OH:9])=O)[CH:4]=[N:3]1.[CH2:10]([NH2:12])[CH3:11], predict the reaction product. The product is: [CH2:10]([NH:12][C:7]([C:5]1[CH:4]=[N:3][N:2]([CH3:1])[CH:6]=1)=[O:9])[CH3:11].